Task: Predict the reactants needed to synthesize the given product.. Dataset: Full USPTO retrosynthesis dataset with 1.9M reactions from patents (1976-2016) (1) Given the product [NH2:8][C:9]1[S:13][N:12]=[C:11](/[C:14](=[N:45]/[O:46][C:47]([C:50]([OH:52])=[O:51])([CH3:48])[CH3:49])/[C:15]([NH:17][C@@H:18]2[C:43](=[O:44])[N:20]3[C:21]([C:27]([O-:29])=[O:28])=[C:22]([CH2:25][N+:61]4[N:60]([CH3:59])[C:64]([NH2:65])=[C:63]([CH2:85][CH2:86][CH2:87][NH2:88])[CH:62]=4)[CH2:23][S:24][C@H:19]23)=[O:16])[N:10]=1, predict the reactants needed to synthesize it. The reactants are: C(OC([NH:8][C:9]1[S:13][N:12]=[C:11](/[C:14](=[N:45]/[O:46][C:47]([C:50]([O:52]C(C)(C)C)=[O:51])([CH3:49])[CH3:48])/[C:15]([NH:17][C@@H:18]2[C:43](=[O:44])[N:20]3[C:21]([C:27]([O:29]C(C4C=CC=CC=4)C4C=CC=CC=4)=[O:28])=[C:22]([CH2:25]Cl)[CH2:23][S:24][C@H:19]23)=[O:16])[N:10]=1)=O)(C)(C)C.[I-].[Na+].[CH3:59][N:60]1[C:64]([NH:65]C(C2C=CC=CC=2)(C2C=CC=CC=2)C2C=CC=CC=2)=[C:63]([CH2:85][CH2:86][CH2:87][NH:88]C(=O)OC(C)(C)C)[CH:62]=[N:61]1.C(OCC)(=O)C. (2) Given the product [CH3:8][C:6]1[N:7]=[C:2]([CH3:12])[C:3]2[CH:11]=[CH:10][NH:9][C:4]=2[N:5]=1, predict the reactants needed to synthesize it. The reactants are: Cl[C:2]1[C:3]2[CH:11]=[CH:10][NH:9][C:4]=2[N:5]=[C:6]([CH3:8])[N:7]=1.[CH3:12][Al](C)C.C(Cl)Cl.CO. (3) Given the product [CH3:1][C:2]1[N:6]([CH2:7][C:8]2[C:17]3[C:12](=[CH:13][CH:14]=[CH:15][CH:16]=3)[CH:11]=[CH:10][CH:9]=2)[C:5]2[CH:18]=[C:19]([N:23]3[CH2:24][CH2:25][O:26][CH2:27][CH2:28]3)[CH:20]=[C:21]([OH:30])[C:4]=2[N:3]=1, predict the reactants needed to synthesize it. The reactants are: [CH3:1][C:2]1[N:6]([CH2:7][C:8]2[C:17]3[C:12](=[CH:13][CH:14]=[CH:15][CH:16]=3)[CH:11]=[CH:10][CH:9]=2)[C:5]2[CH:18]=[C:19]([N:23]3[CH2:28][CH2:27][O:26][CH2:25][CH2:24]3)[CH:20]=[C:21](N)[C:4]=2[N:3]=1.N([O-])=[O:30].[Na+].C([O-])(O)=O.[Na+]. (4) Given the product [F:1][CH2:2][CH:3]([CH2:4][F:5])[O:6][C:12]1[N:13]([C:23]2[CH:24]=[CH:25][C:26]([O:29][CH2:30][C:31]([F:33])([F:32])[F:34])=[CH:27][CH:28]=2)[C:14](=[O:22])[C:15]2[CH2:20][C:19](=[O:21])[NH:18][C:16]=2[N:17]=1, predict the reactants needed to synthesize it. The reactants are: [F:1][CH2:2][CH:3]([OH:6])[CH2:4][F:5].[H-].[Na+].CS([C:12]1[N:13]([C:23]2[CH:28]=[CH:27][C:26]([O:29][CH2:30][C:31]([F:34])([F:33])[F:32])=[CH:25][CH:24]=2)[C:14](=[O:22])[C:15]2[CH2:20][C:19](=[O:21])[NH:18][C:16]=2[N:17]=1)=O.C(O)(=O)CC(CC(O)=O)(C(O)=O)O. (5) Given the product [CH:22]1([C:20]([N:17]2[CH2:18][CH2:19][C@@H:15]([CH2:14][N:9]3[C:8]([C:5]4[CH:6]=[CH:7][C:2]([C:32]5[CH:33]=[C:34]6[C:29]([CH:28]=[CH:27][NH:26]6)=[CH:30][CH:31]=5)=[CH:3][C:4]=4[CH3:25])=[N:12][NH:11][C:10]3=[O:13])[CH2:16]2)=[O:21])[CH2:24][CH2:23]1, predict the reactants needed to synthesize it. The reactants are: Br[C:2]1[CH:7]=[CH:6][C:5]([C:8]2[N:9]([CH2:14][C@@H:15]3[CH2:19][CH2:18][N:17]([C:20]([CH:22]4[CH2:24][CH2:23]4)=[O:21])[CH2:16]3)[C:10](=[O:13])[NH:11][N:12]=2)=[C:4]([CH3:25])[CH:3]=1.[NH:26]1[C:34]2[C:29](=[CH:30][CH:31]=[C:32](B(O)O)[CH:33]=2)[CH:28]=[CH:27]1.C([O-])([O-])=O.[K+].[K+].C([O-])(O)=O.[Na+]. (6) Given the product [NH:10]1[C:14]2[CH:15]=[CH:16][C:17]([C:19]3[NH:9][C:7]4[N:6]([N:5]=[C:4]([CH:1]([CH3:3])[CH3:2])[N:8]=4)[C:21](=[O:22])[CH:20]=3)=[CH:18][C:13]=2[N:12]=[N:11]1, predict the reactants needed to synthesize it. The reactants are: [CH:1]([C:4]1[N:8]=[C:7]([NH2:9])[NH:6][N:5]=1)([CH3:3])[CH3:2].[NH:10]1[C:14]2[CH:15]=[CH:16][C:17]([C:19](=O)[CH2:20][C:21](OCC)=[O:22])=[CH:18][C:13]=2[N:12]=[N:11]1.CC1C=CC(S(O)(=O)=O)=CC=1.